This data is from Peptide-MHC class II binding affinity with 134,281 pairs from IEDB. The task is: Regression. Given a peptide amino acid sequence and an MHC pseudo amino acid sequence, predict their binding affinity value. This is MHC class II binding data. (1) The peptide sequence is ALSDADWHFIADPAS. The MHC is DRB1_0101 with pseudo-sequence DRB1_0101. The binding affinity (normalized) is 0.210. (2) The peptide sequence is QLYSKFLLKAEPLAF. The MHC is H-2-IAb with pseudo-sequence H-2-IAb. The binding affinity (normalized) is 0.264.